Dataset: Peptide-MHC class II binding affinity with 134,281 pairs from IEDB. Task: Regression. Given a peptide amino acid sequence and an MHC pseudo amino acid sequence, predict their binding affinity value. This is MHC class II binding data. (1) The peptide sequence is TIKQKKPDFILATDI. The MHC is HLA-DQA10201-DQB10402 with pseudo-sequence HLA-DQA10201-DQB10402. The binding affinity (normalized) is 0.235. (2) The peptide sequence is TRRFLPQILAECARR. The MHC is HLA-DQA10501-DQB10303 with pseudo-sequence HLA-DQA10501-DQB10303. The binding affinity (normalized) is 0.464. (3) The peptide sequence is VSDPSKLNNQFGSMP. The MHC is DRB1_1302 with pseudo-sequence DRB1_1302. The binding affinity (normalized) is 0.112.